Dataset: Forward reaction prediction with 1.9M reactions from USPTO patents (1976-2016). Task: Predict the product of the given reaction. (1) Given the reactants N1C=CC=CC=1.[NH2:7][C:8]1[CH:9]=[C:10]([C:14]#[C:15][C:16]2[C:17]([NH2:23])=[N:18][CH:19]=[N:20][C:21]=2[NH2:22])[CH:11]=[CH:12][CH:13]=1.[Cl:24][C:25]1[CH:30]=[CH:29][CH:28]=[CH:27][C:26]=1[S:31](Cl)(=[O:33])=[O:32], predict the reaction product. The product is: [Cl:24][C:25]1[CH:30]=[CH:29][CH:28]=[CH:27][C:26]=1[S:31]([NH:7][C:8]1[CH:13]=[CH:12][CH:11]=[C:10]([C:14]#[C:15][C:16]2[C:21]([NH2:22])=[N:20][CH:19]=[N:18][C:17]=2[NH2:23])[CH:9]=1)(=[O:33])=[O:32]. (2) Given the reactants [Si:1]([O:8][CH2:9][C:10]1([N:13]([CH2:18][C:19]2([OH:32])[CH2:24][CH2:23][N:22]([C:25]([O:27][C:28]([CH3:31])([CH3:30])[CH3:29])=[O:26])[CH2:21][CH2:20]2)[C:14](=[O:17])[CH2:15]Cl)[CH2:12][CH2:11]1)([C:4]([CH3:7])([CH3:6])[CH3:5])([CH3:3])[CH3:2].[H-].[Na+], predict the reaction product. The product is: [Si:1]([O:8][CH2:9][C:10]1([N:13]2[CH2:18][C:19]3([CH2:24][CH2:23][N:22]([C:25]([O:27][C:28]([CH3:31])([CH3:30])[CH3:29])=[O:26])[CH2:21][CH2:20]3)[O:32][CH2:15][C:14]2=[O:17])[CH2:12][CH2:11]1)([C:4]([CH3:7])([CH3:6])[CH3:5])([CH3:3])[CH3:2]. (3) Given the reactants CC([O-])(CC)C.[Na+].Cl[C:9]1[N:14]=[C:13]2[O:15][C:16]([C:22]3[CH:27]=[CH:26][C:25]([F:28])=[CH:24][CH:23]=3)=[C:17]([C:18](=[O:21])[NH:19][CH3:20])[C:12]2=[CH:11][C:10]=1[C:29]1[CH:30]=[CH:31][C:32]([F:38])=[C:33]([CH:37]=1)[C:34]([OH:36])=[O:35].[F:39][C:40]([F:44])([F:43])[CH2:41][NH2:42], predict the reaction product. The product is: [F:38][C:32]1[CH:31]=[CH:30][C:29]([C:10]2[CH:11]=[C:12]3[C:17]([C:18](=[O:21])[NH:19][CH3:20])=[C:16]([C:22]4[CH:27]=[CH:26][C:25]([F:28])=[CH:24][CH:23]=4)[O:15][C:13]3=[N:14][C:9]=2[NH:42][CH2:41][C:40]([F:44])([F:43])[F:39])=[CH:37][C:33]=1[C:34]([OH:36])=[O:35]. (4) Given the reactants [CH2:1]([CH:8]1[CH2:12][O:11][C:10](=[O:13])[N:9]1[C:14](=[O:37])[CH:15]([C:20]1[CH:21]=[C:22]([C:27]2[CH:32]=[CH:31][C:30]([C:33]([F:36])([F:35])[F:34])=[CH:29][CH:28]=2)[CH:23]=[C:24]([OH:26])[CH:25]=1)[CH2:16][CH:17]([CH3:19])[CH3:18])[C:2]1[CH:7]=[CH:6][CH:5]=[CH:4][CH:3]=1.Br[CH2:39][C:40]1[CH:45]=[C:44]([F:46])[CH:43]=[C:42]([F:47])[CH:41]=1.C([O-])([O-])=O.[Cs+].[Cs+], predict the reaction product. The product is: [CH2:1]([CH:8]1[CH2:12][O:11][C:10](=[O:13])[N:9]1[C:14](=[O:37])[CH:15]([C:20]1[CH:21]=[C:22]([C:27]2[CH:28]=[CH:29][C:30]([C:33]([F:34])([F:36])[F:35])=[CH:31][CH:32]=2)[CH:23]=[C:24]([O:26][CH2:39][C:40]2[CH:45]=[C:44]([F:46])[CH:43]=[C:42]([F:47])[CH:41]=2)[CH:25]=1)[CH2:16][CH:17]([CH3:19])[CH3:18])[C:2]1[CH:7]=[CH:6][CH:5]=[CH:4][CH:3]=1. (5) Given the reactants [OH:1][CH2:2][CH2:3][C:4]#[C:5][C:6]1[CH:7]=[C:8]([CH:12]=[CH:13][CH:14]=1)[C:9]([OH:11])=[O:10].C(N(CC)CC)C.[CH3:22][S:23](O[S:23]([CH3:22])(=[O:25])=[O:24])(=[O:25])=[O:24], predict the reaction product. The product is: [CH3:22][S:23]([O:1][CH2:2][CH2:3][C:4]#[C:5][C:6]1[CH:7]=[C:8]([CH:12]=[CH:13][CH:14]=1)[C:9]([OH:11])=[O:10])(=[O:25])=[O:24]. (6) Given the reactants C([O:9][CH2:10][CH2:11][C:12]1[N:13]=[C:14]([C:18]2[CH:23]=[CH:22][C:21]([F:24])=[CH:20][CH:19]=2)[O:15][C:16]=1[CH3:17])(=O)C1C=CC=CC=1.[OH-].[Na+], predict the reaction product. The product is: [F:24][C:21]1[CH:20]=[CH:19][C:18]([C:14]2[O:15][C:16]([CH3:17])=[C:12]([CH2:11][CH2:10][OH:9])[N:13]=2)=[CH:23][CH:22]=1.